This data is from Aqueous solubility values for 9,982 compounds from the AqSolDB database. The task is: Regression/Classification. Given a drug SMILES string, predict its absorption, distribution, metabolism, or excretion properties. Task type varies by dataset: regression for continuous measurements (e.g., permeability, clearance, half-life) or binary classification for categorical outcomes (e.g., BBB penetration, CYP inhibition). For this dataset (solubility_aqsoldb), we predict Y. (1) The compound is CCCCC(CCCC)(CCCC)C(=O)NO. The Y is -4.16 log mol/L. (2) The compound is C=CC1CN2CCC1CC2C(=O)c1ccnc2ccc(OC)cc12. The Y is -5.03 log mol/L.